From a dataset of Forward reaction prediction with 1.9M reactions from USPTO patents (1976-2016). Predict the product of the given reaction. (1) Given the reactants [Br:1][C:2]1[C:3](=[O:19])[NH:4][N:5]=[CH:6][C:7]=1[NH:8][C@@H:9]1[CH2:14][C@@H:13]2[CH2:15][C@@H:11]([C:12]2([CH3:17])[CH3:16])[C@H:10]1[CH3:18].Br[CH2:21][C:22]([O:24][CH2:25][CH3:26])=[O:23].C(=O)([O-])[O-].[K+].[K+].[Cl-].[NH4+], predict the reaction product. The product is: [Br:1][C:2]1[C:3](=[O:19])[N:4]([CH2:21][C:22]([O:24][CH2:25][CH3:26])=[O:23])[N:5]=[CH:6][C:7]=1[NH:8][C@@H:9]1[CH2:14][C@@H:13]2[CH2:15][C@@H:11]([C:12]2([CH3:16])[CH3:17])[C@H:10]1[CH3:18]. (2) The product is: [NH2:28][C:22]1[CH:23]=[CH:24][CH:25]=[C:26]2[C:21]=1[NH:20][C:19]([C:17]([NH:16][CH2:15][C:12]1[CH:13]=[CH:14][C:9]([Cl:8])=[C:10]([O:37][C:38]3[CH:43]=[C:42]([C:44]#[N:45])[CH:41]=[C:40]([Cl:46])[CH:39]=3)[C:11]=1[F:36])=[O:18])=[CH:27]2. Given the reactants FC(F)(F)C(O)=O.[Cl:8][C:9]1[CH:14]=[CH:13][C:12]([CH2:15][NH:16][C:17]([C:19]2[NH:20][C:21]3[C:26]([CH:27]=2)=[CH:25][CH:24]=[CH:23][C:22]=3[NH:28]C(=O)OC(C)(C)C)=[O:18])=[C:11]([F:36])[C:10]=1[O:37][C:38]1[CH:43]=[C:42]([C:44]#[N:45])[CH:41]=[C:40]([Cl:46])[CH:39]=1, predict the reaction product. (3) Given the reactants C(OC([NH:8][C@@H:9]([CH2:20][CH3:21])[CH2:10][O:11][CH2:12][C:13]([O:15][C:16]([CH3:19])([CH3:18])[CH3:17])=[O:14])=O)(C)(C)C.Cl.O1CCOCC1, predict the reaction product. The product is: [NH2:8][C@@H:9]([CH2:20][CH3:21])[CH2:10][O:11][CH2:12][C:13]([O:15][C:16]([CH3:18])([CH3:17])[CH3:19])=[O:14]. (4) Given the reactants CN(/[CH:4]=[C:5]1\[C:6](=O)[C:7]2[C:12]([C@H:13]([C:15]3[CH:20]=[CH:19][CH:18]=[CH:17][C:16]=3[F:21])[CH2:14]\1)=[CH:11][CH:10]=[CH:9][CH:8]=2)C.[N:23]1([C:29]2[CH:34]=[CH:33][C:32]([NH:35][C:36]([NH2:38])=[NH:37])=[CH:31][CH:30]=2)[CH2:28][CH2:27][NH:26][CH2:25][CH2:24]1, predict the reaction product. The product is: [F:21][C:16]1[CH:17]=[CH:18][CH:19]=[CH:20][C:15]=1[C@H:13]1[C:12]2[CH:11]=[CH:10][CH:9]=[CH:8][C:7]=2[C:6]2[N:38]=[C:36]([NH:35][C:32]3[CH:31]=[CH:30][C:29]([N:23]4[CH2:28][CH2:27][NH:26][CH2:25][CH2:24]4)=[CH:34][CH:33]=3)[N:37]=[CH:4][C:5]=2[CH2:14]1. (5) Given the reactants [F:1][C:2]([F:32])([F:31])[C:3]([CH2:19][C:20]1[NH:21][C:22]2[C:27]([CH:28]=1)=[CH:26][C:25]([S:29][CH3:30])=[CH:24][CH:23]=2)([OH:18])[CH2:4][C:5]([C:8]1[C:16]2[O:15][CH2:14][CH2:13][C:12]=2[CH:11]=[C:10]([F:17])[CH:9]=1)([CH3:7])[CH3:6].I([O-])(=O)(=O)=[O:34].[Na+], predict the reaction product. The product is: [F:32][C:2]([F:1])([F:31])[C:3]([CH2:19][C:20]1[NH:21][C:22]2[C:27]([CH:28]=1)=[CH:26][C:25]([S:29]([CH3:30])=[O:34])=[CH:24][CH:23]=2)([OH:18])[CH2:4][C:5]([C:8]1[C:16]2[O:15][CH2:14][CH2:13][C:12]=2[CH:11]=[C:10]([F:17])[CH:9]=1)([CH3:7])[CH3:6].